Dataset: Full USPTO retrosynthesis dataset with 1.9M reactions from patents (1976-2016). Task: Predict the reactants needed to synthesize the given product. (1) Given the product [CH:1]1([CH2:4][C:5]2[CH:6]=[C:7]([CH3:42])[C:8]([NH:12][C:13]([NH:15][C:16]3[CH:21]=[C:20]([O:22][CH2:23][CH2:24][O:25][CH3:26])[CH:19]=[CH:18][C:17]=3[C:27]([NH:29][C@H:30]([C:38]([OH:40])=[O:39])[C@@H:31]([CH3:37])[O:32][C:33]([CH3:36])([CH3:35])[CH3:34])=[O:28])=[O:14])=[C:9]([CH3:11])[CH:10]=2)[CH2:3][CH2:2]1, predict the reactants needed to synthesize it. The reactants are: [CH:1]1([CH2:4][C:5]2[CH:10]=[C:9]([CH3:11])[C:8]([NH:12][C:13]([NH:15][C:16]3[CH:21]=[C:20]([O:22][CH2:23][CH2:24][O:25][CH3:26])[CH:19]=[CH:18][C:17]=3[C:27]([NH:29][C@H:30]([C:38]([O:40]C)=[O:39])[C@@H:31]([CH3:37])[O:32][C:33]([CH3:36])([CH3:35])[CH3:34])=[O:28])=[O:14])=[C:7]([CH3:42])[CH:6]=2)[CH2:3][CH2:2]1.[Li+].[OH-].Cl.O. (2) Given the product [I:1][C:2]1[CH:3]=[C:4]2[C:9](=[O:10])[N:8]([CH3:13])[C:6](=[O:7])[C:5]2=[CH:11][CH:12]=1, predict the reactants needed to synthesize it. The reactants are: [I:1][C:2]1[CH:3]=[C:4]2[C:9](=[O:10])[NH:8][C:6](=[O:7])[C:5]2=[CH:11][CH:12]=1.[C:13](=O)([O-])[O-].[K+].[K+].CI.O. (3) Given the product [CH:19]1([CH2:22][CH:23]([C:2]2[CH:11]=[CH:10][C:5]([C:6]([O:8][CH3:9])=[O:7])=[CH:4][CH:3]=2)[OH:24])[CH2:21][CH2:20]1, predict the reactants needed to synthesize it. The reactants are: I[C:2]1[CH:11]=[CH:10][C:5]([C:6]([O:8][CH3:9])=[O:7])=[CH:4][CH:3]=1.C([Mg]Cl)(C)C.[Cl-].[Li+].[CH:19]1([CH2:22][CH:23]=[O:24])[CH2:21][CH2:20]1. (4) Given the product [OH:22][C:10]1[C:11]2[N:15]=[C:14]([CH3:16])[N:13]([CH:17]=[CH:18][CH3:19])[C:12]=2[CH:20]=[CH:21][C:9]=1[C:7]([C@H:5]1[C@H:4]([C:23]2[CH:24]=[CH:25][CH:26]=[CH:27][CH:28]=2)[O:3][C:2]([CH3:1])([CH3:29])[O:6]1)=[O:8].[CH:2]([O:3][CH:4]([CH3:23])[CH3:5])([CH3:29])[CH3:1], predict the reactants needed to synthesize it. The reactants are: [CH3:1][C:2]1([CH3:29])[O:6][C@@H:5]([C:7]([CH:9]2[CH2:21][CH2:20][C:12]3[N:13]([CH:17]=[CH:18][CH3:19])[C:14]([CH3:16])=[N:15][C:11]=3[C:10]2=[O:22])=[O:8])[C@H:4]([C:23]2[CH:28]=[CH:27][CH:26]=[CH:25][CH:24]=2)[O:3]1. (5) Given the product [CH3:1][O:2][C:3](=[O:21])[CH2:4][O:5][C:6]1[CH:11]=[CH:10][C:9]([N:12]([C:13]([O:15][C:16]([CH3:17])([CH3:18])[CH3:19])=[O:14])[CH3:24])=[CH:8][C:7]=1[CH3:20], predict the reactants needed to synthesize it. The reactants are: [CH3:1][O:2][C:3](=[O:21])[CH2:4][O:5][C:6]1[CH:11]=[CH:10][C:9]([NH:12][C:13]([O:15][C:16]([CH3:19])([CH3:18])[CH3:17])=[O:14])=[CH:8][C:7]=1[CH3:20].[H-].[Na+].[CH3:24]I.OS([O-])(=O)=O.[K+]. (6) Given the product [CH3:26][O:25][C:22]1[CH:23]=[CH:24][C:19]([CH2:18][N:17]([CH2:27][C:28]2[CH:33]=[CH:32][C:31]([O:34][CH3:35])=[CH:30][CH:29]=2)[C:16]2[C:7]3[N:8]([C:36]([CH2:43][C:44]([CH3:46])([OH:42])[CH3:45])=[C:5]([CH2:1][CH:2]([CH3:4])[CH3:3])[N:6]=3)[C:9]3[C:14]([N:15]=2)=[CH:13][CH:12]=[CH:11][CH:10]=3)=[CH:20][CH:21]=1, predict the reactants needed to synthesize it. The reactants are: [CH2:1]([C:5]1[N:6]=[C:7]2[C:16]([N:17]([CH2:27][C:28]3[CH:33]=[CH:32][C:31]([O:34][CH3:35])=[CH:30][CH:29]=3)[CH2:18][C:19]3[CH:24]=[CH:23][C:22]([O:25][CH3:26])=[CH:21][CH:20]=3)=[N:15][C:14]3[C:9](=[CH:10][CH:11]=[CH:12][CH:13]=3)[N:8]2[CH:36]=1)[CH:2]([CH3:4])[CH3:3].C([Li])CCC.[O:42]1[C:44]([CH3:46])([CH3:45])[CH2:43]1. (7) Given the product [Br:1][C:2]1[CH:3]=[CH:4][C:5]([C:8]2([N:11]([CH2:16][CH2:17][C:18]([OH:25])([C:19]3[CH:20]=[CH:21][CH:22]=[CH:23][CH:24]=3)[CH2:28][C:27]([CH3:31])=[CH2:26])[C:12](=[O:15])[O:13][CH3:14])[CH2:9][CH2:10]2)=[CH:6][CH:7]=1, predict the reactants needed to synthesize it. The reactants are: [Br:1][C:2]1[CH:7]=[CH:6][C:5]([C:8]2([N:11]([CH2:16][CH2:17][C:18](=[O:25])[C:19]3[CH:24]=[CH:23][CH:22]=[CH:21][CH:20]=3)[C:12](=[O:15])[O:13][CH3:14])[CH2:10][CH2:9]2)=[CH:4][CH:3]=1.[CH3:26][C:27](=[CH2:31])[CH2:28][Mg]Cl. (8) Given the product [C:1]([C:3]1([NH:6][C:7]([C@@H:9]2[CH2:13][C@@H:12]([S:14]([C:17]3[CH:22]=[CH:21][C:20]([O:39][CH2:38][CH2:37][O:36][CH3:35])=[CH:19][C:18]=3[Cl:24])(=[O:16])=[O:15])[CH2:11][N:10]2[C:25]2[N:26]([CH:31]3[CH2:34][CH2:33][CH2:32]3)[N:27]=[C:28]([CH3:30])[CH:29]=2)=[O:8])[CH2:5][CH2:4]1)#[N:2], predict the reactants needed to synthesize it. The reactants are: [C:1]([C:3]1([NH:6][C:7]([C@@H:9]2[CH2:13][C@@H:12]([S:14]([C:17]3[CH:22]=[CH:21][C:20](F)=[CH:19][C:18]=3[Cl:24])(=[O:16])=[O:15])[CH2:11][N:10]2[C:25]2[N:26]([CH:31]3[CH2:34][CH2:33][CH2:32]3)[N:27]=[C:28]([CH3:30])[CH:29]=2)=[O:8])[CH2:5][CH2:4]1)#[N:2].[CH3:35][O:36][CH2:37][CH2:38][OH:39]. (9) Given the product [CH3:1][C:2]1[CH:7]=[CH:6][CH:5]=[C:4]([CH3:8])[C:3]=1[NH:9][C:10](=[O:42])[CH2:11][N:12]1[CH2:17][CH2:16][N:15]([CH2:18][CH:19]([OH:41])[CH2:20][O:21][C:22]2[CH:23]=[N:50][CH:49]=[CH:48][CH:40]=2)[CH2:14][CH2:13]1, predict the reactants needed to synthesize it. The reactants are: [CH3:1][C:2]1[CH:7]=[CH:6][CH:5]=[C:4]([CH3:8])[C:3]=1[NH:9][C:10](=[O:42])[CH2:11][N:12]1[CH2:17][CH2:16][N:15]([CH2:18][CH:19]([OH:41])[CH2:20][O:21][C:22]2[CH:23]=CC3OC(C4C=CC=C(C(F)(F)F)C=4)=NC=3[CH:40]=2)[CH2:14][CH2:13]1.O1CC1CO[C:48]1[CH:49]=[N:50]C=CC=1. (10) Given the product [OH:12][CH2:11][C:10]1[C:6]2[C:5]([CH3:13])=[CH:4][CH:3]=[CH:2][C:7]=2[S:8][CH:9]=1, predict the reactants needed to synthesize it. The reactants are: Br[C:2]1[C:7]2[S:8][CH:9]=[C:10]([CH2:11][OH:12])[C:6]=2[C:5]([CH3:13])=[CH:4][CH:3]=1.C1(C)C=CC=CC=1.C(OCC)(=O)C.O.